This data is from Forward reaction prediction with 1.9M reactions from USPTO patents (1976-2016). The task is: Predict the product of the given reaction. Given the reactants [CH3:1][O:2][CH2:3][O:4][C:5]1[CH:10]=[C:9]([CH3:11])[C:8](B(O)O)=[C:7]([CH3:15])[CH:6]=1.Br[C:17]1[C:18]([CH3:27])=[C:19]([CH:24]=[CH:25][CH:26]=1)[C:20]([O:22][CH3:23])=[O:21].P([O-])([O-])([O-])=O.[K+].[K+].[K+].C1(C)C=CC=CC=1, predict the reaction product. The product is: [CH3:1][O:2][CH2:3][O:4][C:5]1[CH:10]=[C:9]([CH3:11])[C:8]([C:17]2[CH:26]=[CH:25][CH:24]=[C:19]([C:20]([O:22][CH3:23])=[O:21])[C:18]=2[CH3:27])=[C:7]([CH3:15])[CH:6]=1.